From a dataset of NCI-60 drug combinations with 297,098 pairs across 59 cell lines. Regression. Given two drug SMILES strings and cell line genomic features, predict the synergy score measuring deviation from expected non-interaction effect. (1) Drug 1: C1CN1C2=NC(=NC(=N2)N3CC3)N4CC4. Drug 2: C1CN(CCN1C(=O)CCBr)C(=O)CCBr. Cell line: SK-MEL-5. Synergy scores: CSS=43.9, Synergy_ZIP=-6.66, Synergy_Bliss=-4.48, Synergy_Loewe=-6.79, Synergy_HSA=0.212. (2) Drug 1: CCCS(=O)(=O)NC1=C(C(=C(C=C1)F)C(=O)C2=CNC3=C2C=C(C=N3)C4=CC=C(C=C4)Cl)F. Drug 2: CC12CCC3C(C1CCC2OP(=O)(O)O)CCC4=C3C=CC(=C4)OC(=O)N(CCCl)CCCl.[Na+]. Cell line: A549. Synergy scores: CSS=-5.19, Synergy_ZIP=-1.44, Synergy_Bliss=-11.0, Synergy_Loewe=-19.3, Synergy_HSA=-13.2. (3) Drug 1: C1=CC(=CC=C1CC(C(=O)O)N)N(CCCl)CCCl.Cl. Drug 2: COC1=NC(=NC2=C1N=CN2C3C(C(C(O3)CO)O)O)N. Cell line: NCI-H460. Synergy scores: CSS=15.8, Synergy_ZIP=1.62, Synergy_Bliss=2.79, Synergy_Loewe=-9.15, Synergy_HSA=2.95.